Dataset: Full USPTO retrosynthesis dataset with 1.9M reactions from patents (1976-2016). Task: Predict the reactants needed to synthesize the given product. (1) Given the product [CH2:1]([C:4]1[C:8]([CH2:9][CH2:10][CH2:11][CH2:12][O:13][C:25]2[CH:30]=[CH:29][C:28]([CH2:31][C:32]([OH:34])=[O:33])=[CH:27][CH:26]=2)=[CH:7][N:6]([C:14]2[CH:19]=[CH:18][C:17]([C:20]([F:22])([F:21])[F:23])=[CH:16][N:15]=2)[N:5]=1)[CH2:2][CH3:3], predict the reactants needed to synthesize it. The reactants are: [CH2:1]([C:4]1[C:8]([CH2:9][CH2:10][CH2:11][CH2:12][OH:13])=[CH:7][N:6]([C:14]2[CH:19]=[CH:18][C:17]([C:20]([F:23])([F:22])[F:21])=[CH:16][N:15]=2)[N:5]=1)[CH2:2][CH3:3].O[C:25]1[CH:30]=[CH:29][C:28]([CH2:31][C:32]([O:34]C)=[O:33])=[CH:27][CH:26]=1.C(P(CCCC)CCCC)CCC.N(C(N1CCCCC1)=O)=NC(N1CCCCC1)=O. (2) Given the product [F:36][C:30]1[CH:31]=[C:32]([F:35])[CH:33]=[CH:34][C:29]=1[O:28][C:3]1[C:2]2[N:1]=[N:37][NH:8][C:7]=2[CH:6]=[CH:5][C:4]=1[C:9]1[C:10]2[CH:19]=[N:18][NH:17][C:11]=2[C:12](=[O:16])[N:13]([CH3:15])[CH:14]=1, predict the reactants needed to synthesize it. The reactants are: [NH2:1][C:2]1[C:3]([O:28][C:29]2[CH:34]=[CH:33][C:32]([F:35])=[CH:31][C:30]=2[F:36])=[C:4]([C:9]2[C:10]3[C:11](=[N:17][N:18](COCC[Si](C)(C)C)[CH:19]=3)[C:12](=[O:16])[N:13]([CH3:15])[CH:14]=2)[CH:5]=[CH:6][C:7]=1[NH2:8].[N:37]([O-])=O.[Na+]. (3) Given the product [ClH:15].[C:9]1([CH:6]2[CH2:5][CH2:4][CH:3]([NH2:2])[CH2:8][CH2:7]2)[CH:14]=[CH:13][CH:12]=[CH:11][CH:10]=1, predict the reactants needed to synthesize it. The reactants are: O[N:2]=[C:3]1[CH2:8][CH2:7][CH:6]([C:9]2[CH:14]=[CH:13][CH:12]=[CH:11][CH:10]=2)[CH2:5][CH2:4]1.[ClH:15]. (4) Given the product [CH:49]1([N:48]([CH3:47])[C:6](=[O:8])[CH2:5][CH2:4][CH:3]([C:1]#[N:2])[CH2:9][C:10]2[CH:15]=[C:14]([O:16][C:17]3[CH:22]=[CH:21][CH:20]=[CH:19][CH:18]=3)[CH:13]=[CH:12][C:11]=2[N+:23]([O-:25])=[O:24])[CH2:54][CH2:53][CH2:52][CH2:51][CH2:50]1, predict the reactants needed to synthesize it. The reactants are: [C:1]([CH:3]([CH2:9][C:10]1[CH:15]=[C:14]([O:16][C:17]2[CH:22]=[CH:21][CH:20]=[CH:19][CH:18]=2)[CH:13]=[CH:12][C:11]=1[N+:23]([O-:25])=[O:24])[CH2:4][CH2:5][C:6]([OH:8])=O)#[N:2].C1C=CC2N(O)N=NC=2C=1.C(N(CC)CC)C.C(Cl)CCl.[CH3:47][NH:48][CH:49]1[CH2:54][CH2:53][CH2:52][CH2:51][CH2:50]1. (5) Given the product [NH2:1][C:2]1[N:7]=[C:6]([CH3:8])[C:5]([CH2:9][C:24]2[CH:23]=[C:22]([CH2:25][C:26]([OH:28])=[O:27])[CH:21]=[CH:20][C:19]=2[O:18][CH3:17])=[C:4]([NH:11][CH2:12][CH2:13][CH2:14][CH2:15][CH3:16])[N:3]=1, predict the reactants needed to synthesize it. The reactants are: [NH2:1][C:2]1[N:7]=[C:6]([CH3:8])[C:5]([CH2:9]O)=[C:4]([NH:11][CH2:12][CH2:13][CH2:14][CH2:15][CH3:16])[N:3]=1.[CH3:17][O:18][C:19]1[CH:24]=[CH:23][C:22]([CH2:25][C:26]([OH:28])=[O:27])=[CH:21][CH:20]=1. (6) Given the product [CH3:19][O:20][C:21]1[CH:22]=[CH:23][C:24]([C:27]2[CH:28]=[CH:29][C:30]([C:33]([C:2]3[CH:7]=[CH:6][N:5]=[CH:4][CH:3]=3)([OH:35])[CH3:34])=[N:31][CH:32]=2)=[CH:25][CH:26]=1, predict the reactants needed to synthesize it. The reactants are: I[C:2]1[CH:7]=[CH:6][N:5]=[CH:4][CH:3]=1.[Li]CCCC.CCCCCC.[CH3:19][O:20][C:21]1[CH:26]=[CH:25][C:24]([C:27]2[CH:28]=[CH:29][C:30]([C:33](=[O:35])[CH3:34])=[N:31][CH:32]=2)=[CH:23][CH:22]=1. (7) Given the product [Br:1][C:2]1[C:7]([CH:8]2[O:22][CH2:25][CH2:31][O:9]2)=[C:6]([F:10])[C:5]([CH2:11][CH2:12][CH3:13])=[CH:4][CH:3]=1, predict the reactants needed to synthesize it. The reactants are: [Br:1][C:2]1[C:7]([CH:8]=[O:9])=[C:6]([F:10])[C:5]([CH2:11][CH2:12][CH3:13])=[CH:4][CH:3]=1.CC1C=CC(S(O)(=O)=[O:22])=CC=1.[C:25]1([CH3:31])C=CC=CC=1. (8) Given the product [C:1]([O:5][C:6]([NH:8][CH2:9][CH2:10][C:11]1[CH:16]=[CH:15][C:14]([CH:17]([CH3:19])[CH3:18])=[CH:13][C:12]=1[N:20]([CH2:36][CH3:37])[S:21]([CH2:24][C:25]([O:27][CH2:28][CH3:29])=[O:26])(=[O:23])=[O:22])=[O:7])([CH3:2])([CH3:3])[CH3:4], predict the reactants needed to synthesize it. The reactants are: [C:1]([O:5][C:6]([NH:8][CH2:9][CH2:10][C:11]1[CH:16]=[CH:15][C:14]([CH:17]([CH3:19])[CH3:18])=[CH:13][C:12]=1[NH:20][S:21]([CH2:24][C:25]([O:27][CH2:28][CH3:29])=[O:26])(=[O:23])=[O:22])=[O:7])([CH3:4])([CH3:3])[CH3:2].C(=O)([O-])[O-].[K+].[K+].[CH2:36](I)[CH3:37].O.